Dataset: NCI-60 drug combinations with 297,098 pairs across 59 cell lines. Task: Regression. Given two drug SMILES strings and cell line genomic features, predict the synergy score measuring deviation from expected non-interaction effect. (1) Drug 1: CC1=C(C=C(C=C1)NC2=NC=CC(=N2)N(C)C3=CC4=NN(C(=C4C=C3)C)C)S(=O)(=O)N.Cl. Drug 2: C1=NC2=C(N1)C(=S)N=CN2. Cell line: MDA-MB-435. Synergy scores: CSS=0.758, Synergy_ZIP=-11.5, Synergy_Bliss=-24.8, Synergy_Loewe=-57.5, Synergy_HSA=-27.7. (2) Drug 1: C1=C(C(=O)NC(=O)N1)F. Drug 2: CC1C(C(CC(O1)OC2CC(OC(C2O)C)OC3=CC4=CC5=C(C(=O)C(C(C5)C(C(=O)C(C(C)O)O)OC)OC6CC(C(C(O6)C)O)OC7CC(C(C(O7)C)O)OC8CC(C(C(O8)C)O)(C)O)C(=C4C(=C3C)O)O)O)O. Cell line: HCT116. Synergy scores: CSS=35.6, Synergy_ZIP=-0.595, Synergy_Bliss=-4.26, Synergy_Loewe=-3.79, Synergy_HSA=-3.53. (3) Drug 1: CCCS(=O)(=O)NC1=C(C(=C(C=C1)F)C(=O)C2=CNC3=C2C=C(C=N3)C4=CC=C(C=C4)Cl)F. Drug 2: C1CCC(C1)C(CC#N)N2C=C(C=N2)C3=C4C=CNC4=NC=N3. Cell line: A498. Synergy scores: CSS=2.37, Synergy_ZIP=-0.960, Synergy_Bliss=-0.491, Synergy_Loewe=-1.96, Synergy_HSA=-1.76. (4) Drug 1: CC1=C(C(CCC1)(C)C)C=CC(=CC=CC(=CC(=O)O)C)C. Drug 2: C1C(C(OC1N2C=NC3=C2NC=NCC3O)CO)O. Cell line: A549. Synergy scores: CSS=24.3, Synergy_ZIP=-3.73, Synergy_Bliss=2.93, Synergy_Loewe=2.52, Synergy_HSA=3.81.